This data is from Full USPTO retrosynthesis dataset with 1.9M reactions from patents (1976-2016). The task is: Predict the reactants needed to synthesize the given product. (1) Given the product [O:1]([C:8]1[C:9]([NH:24][C:25]2[S:26][CH:27]=[C:28]([CH:30]3[CH2:35][CH2:34][NH:33][CH2:32][CH2:31]3)[N:29]=2)=[N:10][CH:11]=[C:12]([S:14][C:15]2[CH:20]=[CH:19][N:18]=[C:17]3[CH:21]=[CH:22][S:23][C:16]=23)[CH:13]=1)[C:2]1[CH:7]=[CH:6][CH:5]=[CH:4][CH:3]=1, predict the reactants needed to synthesize it. The reactants are: [O:1]([C:8]1[C:9]([NH:24][C:25]2[S:26][CH:27]=[C:28]([CH:30]3[CH2:35][CH2:34][N:33](C(OC(C)(C)C)=O)[CH2:32][CH2:31]3)[N:29]=2)=[N:10][CH:11]=[C:12]([S:14][C:15]2[CH:20]=[CH:19][N:18]=[C:17]3[CH:21]=[CH:22][S:23][C:16]=23)[CH:13]=1)[C:2]1[CH:7]=[CH:6][CH:5]=[CH:4][CH:3]=1.CO.Cl. (2) The reactants are: [CH2:1]([C:5]([CH2:11][CH2:12][CH2:13][CH3:14])([CH2:8][O:9][CH3:10])[CH2:6][OH:7])[CH2:2][CH2:3][CH3:4].[CH3:15][Si:16](Cl)([CH3:18])[CH3:17]. Given the product [CH2:1]([C:5]([CH2:11][CH2:12][CH2:13][CH3:14])([CH2:6][O:7][Si:16]([CH3:18])([CH3:17])[CH3:15])[CH2:8][O:9][CH3:10])[CH2:2][CH2:3][CH3:4], predict the reactants needed to synthesize it. (3) Given the product [C:16]1([CH:15]([C:24]2([NH2:23])[CH:29]=[CH:28][CH:27]=[CH:26][CH2:25]2)[CH:14]=[CH2:13])[CH:21]=[CH:20][CH:19]=[CH:18][CH:17]=1, predict the reactants needed to synthesize it. The reactants are: C(N)C1C=CC=CC=1.C(=O)(O[CH2:13][CH:14]=[CH:15][C:16]1[CH:21]=[CH:20][CH:19]=[CH:18][CH:17]=1)OC.[NH2:23][C:24]1[CH:29]=[CH:28][CH:27]=[CH:26][CH:25]=1. (4) Given the product [F:20][C:14]1[C:15]([F:19])=[CH:16][CH:17]=[CH:18][C:13]=1[CH2:12][CH2:11][C:7]1[CH:8]=[C:9]([OH:10])[N:4]2[N:3]=[C:2]([NH:1][S:28]([C:22]3[CH:27]=[CH:26][CH:25]=[CH:24][CH:23]=3)(=[O:30])=[O:29])[CH:21]=[C:5]2[N:6]=1, predict the reactants needed to synthesize it. The reactants are: [NH2:1][C:2]1[CH:21]=[C:5]2[N:6]=[C:7]([CH2:11][CH2:12][C:13]3[CH:18]=[CH:17][CH:16]=[C:15]([F:19])[C:14]=3[F:20])[CH:8]=[C:9]([OH:10])[N:4]2[N:3]=1.[C:22]1([S:28](Cl)(=[O:30])=[O:29])[CH:27]=[CH:26][CH:25]=[CH:24][CH:23]=1. (5) Given the product [F:1][C:2]1[CH:7]=[CH:6][C:5]([F:8])=[CH:4][C:3]=1[C@H:9]1[CH2:13][CH2:12][CH2:11][N:10]1[C:14]1[CH:19]=[CH:18][N:17]2[N:20]=[CH:21][C:22]([C:23]3[N:24]=[N:25][N:26]([CH:28]4[CH2:32][CH2:31][NH:30][CH2:29]4)[CH:27]=3)=[C:16]2[N:15]=1, predict the reactants needed to synthesize it. The reactants are: [F:1][C:2]1[CH:7]=[CH:6][C:5]([F:8])=[CH:4][C:3]=1[C@H:9]1[CH2:13][CH2:12][CH2:11][N:10]1[C:14]1[CH:19]=[CH:18][N:17]2[N:20]=[CH:21][C:22]([C:23]3[N:24]=[N:25][N:26]([CH:28]4[CH2:32][CH2:31][N:30](C(OC(C)(C)C)=O)[CH2:29]4)[CH:27]=3)=[C:16]2[N:15]=1.C(O)(C(F)(F)F)=O. (6) Given the product [CH2:1]([N:8]([CH3:17])[C:9]1[C:14]([F:15])=[CH:13][N:12]([C:23]([C:19]2[S:18][CH:22]=[CH:21][CH:20]=2)=[O:24])[C:11](=[O:16])[N:10]=1)[C:2]1[CH:7]=[CH:6][CH:5]=[CH:4][CH:3]=1, predict the reactants needed to synthesize it. The reactants are: [CH2:1]([N:8]([CH3:17])[C:9]1[C:14]([F:15])=[CH:13][NH:12][C:11](=[O:16])[N:10]=1)[C:2]1[CH:7]=[CH:6][CH:5]=[CH:4][CH:3]=1.[S:18]1[CH:22]=[CH:21][CH:20]=[C:19]1[C:23](Cl)=[O:24].CCN(CC)CC. (7) The reactants are: [C:1]1([CH2:7][CH2:8][CH2:9][CH2:10][CH2:11][CH2:12][OH:13])[CH:6]=[CH:5][CH:4]=[CH:3][CH:2]=1.[Cr](Cl)([O-])(=O)=O.[NH+]1C=CC=CC=1. Given the product [C:1]1([CH2:7][CH2:8][CH2:9][CH2:10][CH2:11][CH:12]=[O:13])[CH:6]=[CH:5][CH:4]=[CH:3][CH:2]=1, predict the reactants needed to synthesize it. (8) Given the product [F:32][C:31]([F:34])([F:33])[C:29]([NH:19][C:13]1[CH:12]=[CH:11][C:10]2[C:15](=[CH:16][CH:17]=[CH:18][C:9]=2[OH:8])[CH:14]=1)=[O:30], predict the reactants needed to synthesize it. The reactants are: [Si]([O:8][C:9]1[CH:18]=[CH:17][CH:16]=[C:15]2[C:10]=1[CH:11]=[CH:12][C:13]([NH2:19])=[CH:14]2)(C(C)(C)C)(C)C.CCN(C(C)C)C(C)C.[C:29](O[C:29]([C:31]([F:34])([F:33])[F:32])=[O:30])([C:31]([F:34])([F:33])[F:32])=[O:30].CCCC[N+](CCCC)(CCCC)CCCC.[F-]. (9) The reactants are: [CH2:1]([C@H:8]1[N:13]([C:14]([C:16]2[N:17]=[CH:18][N:19]([CH:27]3[CH2:32][CH2:31][CH2:30][N:29]([S:33]([C:36]4[CH:37]=[N:38][C:39]([O:42][CH3:43])=[CH:40][CH:41]=4)(=[O:35])=[O:34])[CH2:28]3)[C:20]=2[C:21]2[CH:26]=[CH:25][CH:24]=[CH:23][CH:22]=2)=[O:15])[CH2:12][CH2:11][N:10](C(OC(C)(C)C)=O)[CH2:9]1)[C:2]1[CH:7]=[CH:6][CH:5]=[CH:4][CH:3]=1.C(O)(C(F)(F)F)=O.C(=O)(O)[O-].[Na+]. Given the product [CH2:1]([C@@H:8]1[CH2:9][NH:10][CH2:11][CH2:12][N:13]1[C:14]([C:16]1[N:17]=[CH:18][N:19]([CH:27]2[CH2:32][CH2:31][CH2:30][N:29]([S:33]([C:36]3[CH:37]=[N:38][C:39]([O:42][CH3:43])=[CH:40][CH:41]=3)(=[O:34])=[O:35])[CH2:28]2)[C:20]=1[C:21]1[CH:22]=[CH:23][CH:24]=[CH:25][CH:26]=1)=[O:15])[C:2]1[CH:3]=[CH:4][CH:5]=[CH:6][CH:7]=1, predict the reactants needed to synthesize it. (10) Given the product [F:1][C:2]1[C:11]([OH:12])=[CH:10][CH:9]=[C:8]2[C:3]=1[C:4]([CH3:31])([CH3:30])[CH2:5][C:6]([OH:29])([C:25]([F:27])([F:28])[F:26])[CH:7]2[NH:14][C:15]1[CH:23]=[CH:22][CH:21]=[C:20]2[C:16]=1[CH2:17][NH:18][C:19]2=[O:24], predict the reactants needed to synthesize it. The reactants are: [F:1][C:2]1[C:11]([O:12]C)=[CH:10][CH:9]=[C:8]2[C:3]=1[C:4]([CH3:31])([CH3:30])[CH2:5][C:6]([OH:29])([C:25]([F:28])([F:27])[F:26])[CH:7]2[NH:14][C:15]1[CH:23]=[CH:22][CH:21]=[C:20]2[C:16]=1[CH2:17][NH:18][C:19]2=[O:24].B(Br)(Br)Br.C(=O)(O)[O-].[Na+].